Dataset: Forward reaction prediction with 1.9M reactions from USPTO patents (1976-2016). Task: Predict the product of the given reaction. (1) Given the reactants [Cl:1][C:2]1[CH:3]=[C:4]([CH:19]=[CH:20][C:21]=1[C:22](O)=[O:23])[C:5]([NH:7][CH2:8][C:9]1[NH:13][C:12]2[CH:14]=[CH:15][C:16]([Cl:18])=[CH:17][C:11]=2[N:10]=1)=[O:6].[S:25]1[CH2:29][CH2:28][NH:27][CH2:26]1.CN(C(ON1N=NC2C=CC=CC1=2)=[N+](C)C)C.[B-](F)(F)(F)F.C(N(CC)CC)C, predict the reaction product. The product is: [Cl:1][C:2]1[CH:3]=[C:4]([CH:19]=[CH:20][C:21]=1[C:22]([N:27]1[CH2:28][CH2:29][S:25][CH2:26]1)=[O:23])[C:5]([NH:7][CH2:8][C:9]1[NH:13][C:12]2[CH:14]=[CH:15][C:16]([Cl:18])=[CH:17][C:11]=2[N:10]=1)=[O:6]. (2) Given the reactants Cl[C:2]1[N:7]=[C:6]2[N:8]([CH3:11])[N:9]=[CH:10][C:5]2=[C:4]([NH:12][CH2:13][CH2:14][O:15][CH3:16])[N:3]=1.[NH:17]1[C:25]2[C:20](=[CH:21][CH:22]=[CH:23][CH:24]=2)[C:19](B2OC(C)(C)C(C)(C)O2)=[N:18]1, predict the reaction product. The product is: [NH:17]1[C:25]2[C:20](=[C:21]([C:2]3[N:7]=[C:6]4[N:8]([CH3:11])[N:9]=[CH:10][C:5]4=[C:4]([NH:12][CH2:13][CH2:14][O:15][CH3:16])[N:3]=3)[CH:22]=[CH:23][CH:24]=2)[CH:19]=[N:18]1. (3) Given the reactants [CH3:1]C([O-])(C)C.[K+].[C:7]1([CH3:13])[CH:12]=C[CH:10]=[CH:9][CH:8]=1.[CH3:14][N:15]([CH2:17][CH:18]1[CH2:23][CH2:22][C:21](=O)[CH:20]=[C:19]1[C:25]1[CH:30]=[CH:29][CH:28]=[C:27]([O:31][CH3:32])[CH:26]=1)[CH3:16].[C:33]([O:36][CH2:37]C)(=[O:35])[CH3:34], predict the reaction product. The product is: [CH3:37][O:36][C:33](=[O:35])[C:34]1[CH:10]=[CH:9][CH:8]=[C:7](/[CH:13]=[C:21]2/[C:20]([CH3:1])=[C:19]([C:25]3[CH:30]=[CH:29][CH:28]=[C:27]([O:31][CH3:32])[CH:26]=3)[CH:18]([CH2:17][N:15]([CH3:16])[CH3:14])[CH2:23][CH2:22]/2)[CH:12]=1. (4) The product is: [CH:35]([C:27]1[CH:28]=[CH:29][CH:30]=[C:31]([CH:32]([CH3:34])[CH3:33])[C:26]=1[NH:25][C:24](=[N:23][C:15]1[C:14]([CH:11]([CH3:13])[CH3:12])=[CH:19][CH:18]=[CH:17][C:16]=1[CH:20]([CH3:22])[CH3:21])[O:8][N:7]=[C:1]1[CH2:6][CH2:5][CH2:4][CH2:3][CH2:2]1)([CH3:37])[CH3:36]. Given the reactants [C:1]1(=[N:7][OH:8])[CH2:6][CH2:5][CH2:4][CH2:3][CH2:2]1.[OH-].[Na+].[CH:11]([C:14]1[CH:19]=[CH:18][CH:17]=[C:16]([CH:20]([CH3:22])[CH3:21])[C:15]=1[N:23]=[C:24]=[N:25][C:26]1[C:31]([CH:32]([CH3:34])[CH3:33])=[CH:30][CH:29]=[CH:28][C:27]=1[CH:35]([CH3:37])[CH3:36])([CH3:13])[CH3:12], predict the reaction product. (5) Given the reactants C([O:3][CH:4](OCC)[C:5]1[CH:10]=[CH:9][C:8]([C:11]([C:22]2[CH:27]=[CH:26][C:25]([O:28][CH3:29])=[CH:24][CH:23]=2)(O)[CH:12]([C:15]2[CH:20]=[CH:19][CH:18]=[CH:17][CH:16]=2)[CH2:13][CH3:14])=[CH:7][CH:6]=1)C.Cl, predict the reaction product. The product is: [CH3:29][O:28][C:25]1[CH:24]=[CH:23][C:22]([C:11]([C:8]2[CH:9]=[CH:10][C:5]([CH:4]=[O:3])=[CH:6][CH:7]=2)=[C:12]([C:15]2[CH:20]=[CH:19][CH:18]=[CH:17][CH:16]=2)[CH2:13][CH3:14])=[CH:27][CH:26]=1. (6) Given the reactants [CH2:1]([O:8][C:9]1[CH:14]=[CH:13][C:12]([Br:15])=[CH:11][C:10]=1[CH:16]([C:30]1[CH:35]=[CH:34][CH:33]=[CH:32][CH:31]=1)[CH2:17][CH2:18]OS(C1C=CC(C)=CC=1)(=O)=O)[C:2]1[CH:7]=[CH:6][CH:5]=[CH:4][CH:3]=1.[CH:36]([NH:39][CH:40]([CH3:42])[CH3:41])([CH3:38])[CH3:37], predict the reaction product. The product is: [CH2:1]([O:8][C:9]1[CH:14]=[CH:13][C:12]([Br:15])=[CH:11][C:10]=1[CH:16]([C:30]1[CH:31]=[CH:32][CH:33]=[CH:34][CH:35]=1)[CH2:17][CH2:18][N:39]([CH:40]([CH3:42])[CH3:41])[CH:36]([CH3:38])[CH3:37])[C:2]1[CH:3]=[CH:4][CH:5]=[CH:6][CH:7]=1. (7) Given the reactants [Cl:1][C:2]1[CH:7]=[CH:6][C:5]([NH:8][C:9]2[CH:10]=[CH:11][C:12]([C:15]#[N:16])=[N:13][CH:14]=2)=[C:4]([N+:17]([O-])=O)[CH:3]=1, predict the reaction product. The product is: [NH2:17][C:4]1[CH:3]=[C:2]([Cl:1])[CH:7]=[CH:6][C:5]=1[NH:8][C:9]1[CH:10]=[CH:11][C:12]([C:15]#[N:16])=[N:13][CH:14]=1. (8) Given the reactants [Br:1][C:2]1[CH:3]=[C:4]([C:9]([O:11][CH3:12])=[O:10])[CH:5]=[N:6][C:7]=1[OH:8].[O:13]1[CH2:18][CH2:17][CH:16]([CH2:19]O)[CH2:15][CH2:14]1.C1(P(C2C=CC=CC=2)C2C=CC=CC=2)C=CC=CC=1.N(C(OCC)=O)=NC(OCC)=O, predict the reaction product. The product is: [Br:1][C:2]1[CH:3]=[C:4]([C:9]([O:11][CH3:12])=[O:10])[CH:5]=[N:6][C:7]=1[O:8][CH2:19][CH:16]1[CH2:17][CH2:18][O:13][CH2:14][CH2:15]1.